From a dataset of Full USPTO retrosynthesis dataset with 1.9M reactions from patents (1976-2016). Predict the reactants needed to synthesize the given product. (1) Given the product [CH3:2][O:3][C:4](=[O:14])[CH2:5][CH2:6][CH2:7][CH2:8][CH2:9][CH2:10][C:11](=[O:13])[NH:31][CH:29]([C:23]1[CH:24]=[CH:25][CH:26]=[CH:27][CH:28]=1)[C:30]1[CH:8]=[CH:7][CH:6]=[CH:5][CH:4]=1, predict the reactants needed to synthesize it. The reactants are: [Cl-].[CH3:2][O:3][C:4](=[O:14])[CH2:5][CH2:6][CH2:7][CH2:8][CH2:9][CH2:10][C:11]([OH:13])=O.[C:23]1(N([C:23]2[CH:28]=[CH:27][CH:26]=[CH:25][CH:24]=2)C)[CH:28]=[CH:27][CH:26]=[CH:25][CH:24]=1.[C:29](#[N:31])[CH3:30]. (2) Given the product [C:24]([O:23][C:21](=[O:28])[NH:22][C:2]1[C:7]2[S:8][C:9]([C:11]3[C:18]([Cl:19])=[CH:17][C:14]([C:15]#[N:16])=[CH:13][C:12]=3[Cl:20])=[N:10][C:6]=2[CH:5]=[CH:4][N:3]=1)([CH3:27])([CH3:26])[CH3:25], predict the reactants needed to synthesize it. The reactants are: Br[C:2]1[C:7]2[S:8][C:9]([C:11]3[C:18]([Cl:19])=[CH:17][C:14]([C:15]#[N:16])=[CH:13][C:12]=3[Cl:20])=[N:10][C:6]=2[CH:5]=[CH:4][N:3]=1.[C:21](=[O:28])([O:23][C:24]([CH3:27])([CH3:26])[CH3:25])[NH2:22].CC1(C)C2C(=C(P(C3C=CC=CC=3)C3C=CC=CC=3)C=CC=2)OC2C(P(C3C=CC=CC=3)C3C=CC=CC=3)=CC=CC1=2.P([O-])([O-])([O-])=O.[K+].[K+].[K+]. (3) Given the product [CH3:1][N:2]([CH3:33])[C:3]([N:5]1[CH:9]([C:10]2[CH:15]=[CH:14][CH:13]=[C:12]([OH:16])[CH:11]=2)[CH:8]2[CH2:24][O:25][C:26]3[CH:27]=[CH:28][C:29]([F:32])=[CH:30][C:31]=3[C:7]2=[N:6]1)=[O:4], predict the reactants needed to synthesize it. The reactants are: [CH3:1][N:2]([CH3:33])[C:3]([N:5]1[CH:9]([C:10]2[CH:15]=[CH:14][CH:13]=[C:12]([O:16]CC3C=CC=CC=3)[CH:11]=2)[CH:8]2[CH2:24][O:25][C:26]3[CH:27]=[CH:28][C:29]([F:32])=[CH:30][C:31]=3[C:7]2=[N:6]1)=[O:4]. (4) Given the product [CH2:1]1[C:9]2[C:4](=[CH:5][CH:6]=[CH:7][CH:8]=2)[CH2:3][CH:2]1[NH:10][C:11]1[N:12]=[CH:13][C:14]2[CH2:20][N:19]([C:30](=[O:31])[CH2:29][O:28][CH2:27][CH2:26][C:25]3[N:21]=[N:22][NH:23][CH:24]=3)[CH2:18][CH2:17][C:15]=2[N:16]=1, predict the reactants needed to synthesize it. The reactants are: [CH2:1]1[C:9]2[C:4](=[CH:5][CH:6]=[CH:7][CH:8]=2)[CH2:3][CH:2]1[NH:10][C:11]1[N:12]=[CH:13][C:14]2[CH2:20][NH:19][CH2:18][CH2:17][C:15]=2[N:16]=1.[NH:21]1[C:25]([CH2:26][CH2:27][O:28][CH2:29][C:30](O)=[O:31])=[CH:24][N:23]=[N:22]1.ON1C2C=CC=CC=2N=N1.Cl.C(N=C=N)C.C(N(CC)CC)C. (5) Given the product [NH2:1][C:4]1[CH:5]=[CH:6][C:7]([CH2:10][CH2:11][CH2:12][C:13]2[CH:14]=[CH:15][C:16]([C:17]([O:19][CH3:20])=[O:18])=[CH:21][CH:22]=2)=[CH:8][CH:9]=1, predict the reactants needed to synthesize it. The reactants are: [N+:1]([C:4]1[CH:9]=[CH:8][C:7]([C:10](=O)[CH:11]=[CH:12][C:13]2[CH:22]=[CH:21][C:16]([C:17]([O:19][CH3:20])=[O:18])=[CH:15][CH:14]=2)=[CH:6][CH:5]=1)([O-])=O.S(=O)(=O)(O)O. (6) Given the product [CH2:1]([O:3][C:4]([C:6]1[N:7]=[C:8]([CH:12]([CH3:13])[CH3:14])[S:9][C:10]=1[NH:11][C:16]1[CH:21]=[CH:20][CH:19]=[CH:18][C:17]=1[N+:22]([O-:24])=[O:23])=[O:5])[CH3:2], predict the reactants needed to synthesize it. The reactants are: [CH2:1]([O:3][C:4]([C:6]1[N:7]=[C:8]([CH:12]([CH3:14])[CH3:13])[S:9][C:10]=1[NH2:11])=[O:5])[CH3:2].F[C:16]1[CH:21]=[CH:20][CH:19]=[CH:18][C:17]=1[N+:22]([O-:24])=[O:23].[Li+].[OH-].C(O)(C(F)(F)F)=O. (7) Given the product [NH2:32][C:17]1[C:16]2[N:15]=[C:14]([CH2:33][CH2:34][CH3:35])[N:13]([CH2:12][CH2:11][CH2:10][CH:8]([NH:7][O:6][CH3:5])[CH3:9])[C:25]=2[C:24]2[CH:23]=[CH:22][C:21]([C:26]3[CH:27]=[CH:28][CH:29]=[CH:30][CH:31]=3)=[CH:20][C:19]=2[N:18]=1, predict the reactants needed to synthesize it. The reactants are: C([BH3-])#N.[Na+].[CH3:5][O:6][N:7]=[C:8]([CH2:10][CH2:11][CH2:12][N:13]1[C:25]2[C:24]3[CH:23]=[CH:22][C:21]([C:26]4[CH:31]=[CH:30][CH:29]=[CH:28][CH:27]=4)=[CH:20][C:19]=3[N:18]=[C:17]([NH2:32])[C:16]=2[N:15]=[C:14]1[CH2:33][CH2:34][CH3:35])[CH3:9]. (8) Given the product [CH:12]([O-:14])=[O:13].[C:1]([C:4]1[CH:5]=[C:6]([NH:10][CH:11]([C:23]2[CH:28]=[CH:27][CH:26]=[CH:25][CH:24]=2)[C:12]([O:14][C@@H:15]2[CH:20]3[CH2:19][CH2:18][N+:17]([CH2:30][C:31](=[O:32])[C:33]4[CH:38]=[CH:37][CH:36]=[CH:35][CH:34]=4)([CH2:22][CH2:21]3)[CH2:16]2)=[O:13])[CH:7]=[CH:8][CH:9]=1)(=[O:3])[CH3:2], predict the reactants needed to synthesize it. The reactants are: [C:1]([C:4]1[CH:5]=[C:6]([NH:10][CH:11]([C:23]2[CH:28]=[CH:27][CH:26]=[CH:25][CH:24]=2)[C:12]([O:14][C@@H:15]2[CH:20]3[CH2:21][CH2:22][N:17]([CH2:18][CH2:19]3)[CH2:16]2)=[O:13])[CH:7]=[CH:8][CH:9]=1)(=[O:3])[CH3:2].Br[CH2:30][C:31]([C:33]1[CH:38]=[CH:37][CH:36]=[CH:35][CH:34]=1)=[O:32]. (9) The reactants are: Cl[C:2]1[N:6]([C@H:7]2[O:15][CH2:14][C@@H:12]([OH:13])[C@H:10]([OH:11])[C@@H:8]2[OH:9])[C:5]2[CH:16]=[C:17]([Cl:21])[C:18]([Cl:20])=[CH:19][C:4]=2[N:3]=1.[CH:22]1([NH2:29])[CH2:28][CH2:27][CH2:26][CH2:25][CH2:24][CH2:23]1. Given the product [CH:22]1([NH:29][C:2]2[N:6]([C@H:7]3[O:15][CH2:14][C@@H:12]([OH:13])[C@H:10]([OH:11])[C@@H:8]3[OH:9])[C:5]3[CH:16]=[C:17]([Cl:21])[C:18]([Cl:20])=[CH:19][C:4]=3[N:3]=2)[CH2:28][CH2:27][CH2:26][CH2:25][CH2:24][CH2:23]1, predict the reactants needed to synthesize it.